This data is from Catalyst prediction with 721,799 reactions and 888 catalyst types from USPTO. The task is: Predict which catalyst facilitates the given reaction. (1) The catalyst class is: 8. Reactant: [Cl:1][C:2]1[CH:21]=[CH:20][CH:19]=[C:18]([Cl:22])[C:3]=1[CH2:4][CH:5]1[CH2:9][CH2:8][N:7]([CH:10]2[CH2:15][CH2:14][C:13](=O)[CH2:12][CH2:11]2)[C:6]1=[O:17].[Br-].[C:24]([CH2:29]P(C1C=CC=CC=1)(C1C=CC=CC=1)C1C=CC=CC=1)([O:26][CH2:27][CH3:28])=[O:25].[O-]CC.[Na+]. Product: [Cl:1][C:2]1[CH:21]=[CH:20][CH:19]=[C:18]([Cl:22])[C:3]=1[CH2:4][CH:5]1[CH2:9][CH2:8][N:7]([CH:10]2[CH2:15][CH2:14][C:13](=[CH:29][C:24]([O:26][CH2:27][CH3:28])=[O:25])[CH2:12][CH2:11]2)[C:6]1=[O:17]. (2) Reactant: N12CCCN=C1CCCCC2.[CH3:12][O:13][C:14]1[CH:19]=[C:18]([CH3:20])[C:17]([S:21]([O:24]C2C(F)=C(F)C(F)=C(F)C=2F)(=[O:23])=O)=[C:16]([CH3:36])[CH:15]=1.Cl.Cl.Cl.[NH:40]1[CH2:43][CH2:42][C@H:41]1[CH2:44][O:45][CH2:46][C:47]([N:49]1[CH2:54][CH2:53][N:52]([CH:55]2[CH2:60][CH2:59][N:58]([CH3:61])[CH2:57][CH2:56]2)[CH2:51][CH2:50]1)=[O:48].C(=O)([O-])O.[Na+]. Product: [CH3:12][O:13][C:14]1[CH:15]=[C:16]([CH3:36])[C:17]([S:21]([N:40]2[CH2:43][CH2:42][C@H:41]2[CH2:44][O:45][CH2:46][C:47]([N:49]2[CH2:50][CH2:51][N:52]([CH:55]3[CH2:56][CH2:57][N:58]([CH3:61])[CH2:59][CH2:60]3)[CH2:53][CH2:54]2)=[O:48])(=[O:23])=[O:24])=[C:18]([CH3:20])[CH:19]=1. The catalyst class is: 54. (3) Reactant: [CH3:1][O:2][C:3]1[CH:11]=[C:10]2[C:6]([CH:7]=[CH:8][NH:9]2)=[C:5]2[CH:12]([CH3:24])[N:13]([C:17]([O:19][C:20]([CH3:23])([CH3:22])[CH3:21])=[O:18])[CH2:14][CH2:15][O:16][C:4]=12.[H-].[Na+].[F:27][C:28]1[CH:33]=[CH:32][CH:31]=[C:30]([F:34])[C:29]=1[S:35](Cl)(=[O:37])=[O:36]. Product: [F:27][C:28]1[CH:33]=[CH:32][CH:31]=[C:30]([F:34])[C:29]=1[S:35]([N:9]1[C:10]2[C:6](=[C:5]3[CH:12]([CH3:24])[N:13]([C:17]([O:19][C:20]([CH3:23])([CH3:22])[CH3:21])=[O:18])[CH2:14][CH2:15][O:16][C:4]3=[C:3]([O:2][CH3:1])[CH:11]=2)[CH:7]=[CH:8]1)(=[O:37])=[O:36]. The catalyst class is: 18. (4) Reactant: [CH3:1][C:2]1[CH:9]=[CH:8][C:5]([CH:6]=[O:7])=[C:4]([O:10][C@H:11]([CH2:13][CH:14]=[CH2:15])[CH3:12])[CH:3]=1.[CH3:16][Mg]I. Product: [CH3:1][C:2]1[CH:9]=[CH:8][C:5]([CH:6]([OH:7])[CH3:16])=[C:4]([O:10][C@H:11]([CH2:13][CH:14]=[CH2:15])[CH3:12])[CH:3]=1. The catalyst class is: 280. (5) Product: [C:17]([NH2:16])(=[O:24])[C:18]1[CH:23]=[CH:22][CH:21]=[N:20][CH:19]=1. Reactant: N1CCCC1CN1C2C=CC=CC=2N=C1[NH:16][C:17](=[O:24])[C:18]1[CH:23]=[CH:22][CH:21]=[N:20][CH:19]=1.C(Cl)(=O)C=C.[OH-].[Na+]. The catalyst class is: 1. (6) Reactant: [Cl:1][C:2]1[CH:3]=[C:4]([CH:7]=[C:8]([N+:11]([O-:13])=[O:12])[C:9]=1[OH:10])[CH:5]=O.[C:14]1([C:20](=O)[CH2:21][C:22]2[CH:27]=[CH:26][CH:25]=[CH:24][CH:23]=2)[CH:19]=[CH:18][CH:17]=[CH:16][CH:15]=1.[NH2:29][C:30]([NH2:32])=[O:31].Cl. Product: [Cl:1][C:2]1[CH:3]=[C:4]([CH:5]2[C:21]([C:22]3[CH:27]=[CH:26][CH:25]=[CH:24][CH:23]=3)=[C:20]([C:14]3[CH:19]=[CH:18][CH:17]=[CH:16][CH:15]=3)[NH:32][C:30](=[O:31])[NH:29]2)[CH:7]=[C:8]([N+:11]([O-:13])=[O:12])[C:9]=1[OH:10]. The catalyst class is: 8.